Dataset: Forward reaction prediction with 1.9M reactions from USPTO patents (1976-2016). Task: Predict the product of the given reaction. (1) Given the reactants [Cl:1][C:2]1[CH:7]=[CH:6][C:5]([S:8]([NH:11][C:12]2[CH:13]=[CH:14][C:15]([C:22]#[N:23])=[C:16]3[C:21]=2[N:20]=[CH:19][CH:18]=[CH:17]3)(=[O:10])=[O:9])=[C:4]([N+:24]([O-])=O)[CH:3]=1.Cl[Sn]Cl.Cl, predict the reaction product. The product is: [NH2:24][C:4]1[CH:3]=[C:2]([Cl:1])[CH:7]=[CH:6][C:5]=1[S:8]([NH:11][C:12]1[CH:13]=[CH:14][C:15]([C:22]#[N:23])=[C:16]2[C:21]=1[N:20]=[CH:19][CH:18]=[CH:17]2)(=[O:9])=[O:10]. (2) Given the reactants C[O:2][C:3]1[CH:4]=[C:5]([CH2:9][S:10]([Cl:13])(=[O:12])=[O:11])[CH:6]=[CH:7]C=1.BrCC1CCOCC1, predict the reaction product. The product is: [O:2]1[CH2:3][CH2:4][CH:5]([CH2:9][S:10]([Cl:13])(=[O:12])=[O:11])[CH2:6][CH2:7]1. (3) Given the reactants [F:1][C:2]1[CH:10]=[CH:9][C:5]([C:6]([OH:8])=[O:7])=[CH:4][C:3]=1[N+:11]([O-:13])=[O:12].OS(O)(=O)=O.[C:19]([O-])(O)=O.[Na+], predict the reaction product. The product is: [F:1][C:2]1[CH:10]=[CH:9][C:5]([C:6]([O:8][CH3:19])=[O:7])=[CH:4][C:3]=1[N+:11]([O-:13])=[O:12]. (4) Given the reactants [F:1][C:2]1[CH:10]=[C:9]2[C:5]([C:6]([CH:11]=[O:12])=[CH:7][NH:8]2)=[CH:4][CH:3]=1.[H-].[Na+].[CH3:15][O:16][C:17]1[CH:22]=[CH:21][C:20]([S:23](Cl)(=[O:25])=[O:24])=[CH:19][C:18]=1[CH:27]1[CH2:32][CH2:31][N:30]([C:33](=[O:38])[C:34]([Cl:37])([Cl:36])[Cl:35])[CH2:29][CH2:28]1, predict the reaction product. The product is: [F:1][C:2]1[CH:10]=[C:9]2[C:5]([C:6]([CH:11]=[O:12])=[CH:7][N:8]2[S:23]([C:20]2[CH:21]=[CH:22][C:17]([O:16][CH3:15])=[C:18]([CH:27]3[CH2:28][CH2:29][N:30]([C:33](=[O:38])[C:34]([Cl:37])([Cl:35])[Cl:36])[CH2:31][CH2:32]3)[CH:19]=2)(=[O:25])=[O:24])=[CH:4][CH:3]=1. (5) The product is: [O:14]1[C:18]2[CH:19]=[CH:20][C:21]([C:23]3[NH:1][C:2]4[N:6]([N:5]=[C:4]([OH:7])[C:3]=4[C:8]4[CH:13]=[CH:12][CH:11]=[CH:10][N:9]=4)[C:25](=[O:26])[CH:24]=3)=[CH:22][C:17]=2[CH2:16][CH2:15]1. Given the reactants [NH2:1][C:2]1[NH:6][N:5]=[C:4]([OH:7])[C:3]=1[C:8]1[CH:13]=[CH:12][CH:11]=[CH:10][N:9]=1.[O:14]1[C:18]2[CH:19]=[CH:20][C:21]([C:23](=O)[CH2:24][C:25](OC)=[O:26])=[CH:22][C:17]=2[CH2:16][CH2:15]1, predict the reaction product. (6) Given the reactants [CH2:1]([O:3][C:4](=[O:18])[C:5](=O)[CH2:6][C:7]1[C:12]([N+:13]([O-])=O)=[CH:11][N:10]=[C:9]([Br:16])[CH:8]=1)[CH3:2].[Cl-].[NH4+], predict the reaction product. The product is: [CH2:1]([O:3][C:4]([C:5]1[NH:13][C:12]2=[CH:11][N:10]=[C:9]([Br:16])[CH:8]=[C:7]2[CH:6]=1)=[O:18])[CH3:2]. (7) Given the reactants [CH2:1]([O:3][C:4]1[CH:12]=[C:11]2[C:7]([C:8]([CH2:13][CH2:14][C:15]([OH:17])=[O:16])=[CH:9][NH:10]2)=[CH:6][CH:5]=1)[CH3:2].CO.[CH:20](N=C=NC(C)C)(C)C.CN(C1C=CC=CN=1)C, predict the reaction product. The product is: [CH3:20][O:16][C:15](=[O:17])[CH2:14][CH2:13][C:8]1[C:7]2[C:11](=[CH:12][C:4]([O:3][CH2:1][CH3:2])=[CH:5][CH:6]=2)[NH:10][CH:9]=1. (8) Given the reactants [C:1]([NH:4][NH:5][C:6]([NH:8][C:9]1[CH:14]=[CH:13][C:12]([Br:15])=[CH:11][CH:10]=1)=[O:7])(=O)[CH3:2].[OH-].[Na+].Cl, predict the reaction product. The product is: [Br:15][C:12]1[CH:13]=[CH:14][C:9]([N:8]2[C:1]([CH3:2])=[N:4][NH:5][C:6]2=[O:7])=[CH:10][CH:11]=1. (9) Given the reactants [N:1]#[C:2]Br.[NH2:4][C:5]1[CH:10]=[CH:9][CH:8]=[CH:7][CH:6]=1, predict the reaction product. The product is: [C:5]1([NH:4][C:2]#[N:1])[CH:10]=[CH:9][CH:8]=[CH:7][CH:6]=1. (10) Given the reactants [CH2:1]([C:3]1[CH:12]=[N:11][C:10]2[C:5](=[CH:6][CH:7]=[CH:8][CH:9]=2)[N:4]=1)[CH3:2], predict the reaction product. The product is: [CH2:1]([C@H:3]1[CH2:12][NH:11][C:10]2[C:5](=[CH:6][CH:7]=[CH:8][CH:9]=2)[NH:4]1)[CH3:2].